Dataset: Reaction yield outcomes from USPTO patents with 853,638 reactions. Task: Predict the reaction yield, written as a fraction of the theoretical maximum amount of product (1.0 means a 100% yield; for example, 0.34 means a 34% yield). (1) The reactants are [C:1]([O:4][C:5]1[CH:10]=[CH:9][C:8]([C:11]2[N:12]=[C:13]([CH2:18][C:19]3[CH:24]=[CH:23][CH:22]=[CH:21][CH:20]=3)[C:14]([NH2:17])=[N:15][CH:16]=2)=[CH:7][CH:6]=1)(=[O:3])[CH3:2].[C:25]1([CH2:31][C:32](Cl)=[O:33])[CH:30]=[CH:29][CH:28]=[CH:27][CH:26]=1.C(=O)(O)[O-].[Na+]. The catalyst is N1C=CC=CC=1.CN(C)C1C=CN=CC=1. The product is [C:1]([O:4][C:5]1[CH:6]=[CH:7][C:8]([C:11]2[N:12]=[C:13]([CH2:18][C:19]3[CH:24]=[CH:23][CH:22]=[CH:21][CH:20]=3)[C:14]([NH:17][C:32](=[O:33])[CH2:31][C:25]3[CH:30]=[CH:29][CH:28]=[CH:27][CH:26]=3)=[N:15][CH:16]=2)=[CH:9][CH:10]=1)(=[O:3])[CH3:2]. The yield is 0.203. (2) The product is [CH2:32]([O:31][C:26]1[CH:27]=[CH:28][CH:29]=[CH:30][C:25]=1[C:23]1[N:22]=[CH:21][N:20]=[C:19]([NH:18][C:17]([CH:14]2[CH2:15][CH2:16][NH:11][CH2:12][CH2:13]2)=[O:34])[CH:24]=1)[CH3:33]. The reactants are C(OC([N:11]1[CH2:16][CH2:15][CH:14]([C:17](=[O:34])[NH:18][C:19]2[CH:24]=[C:23]([C:25]3[CH:30]=[CH:29][CH:28]=[CH:27][C:26]=3[O:31][CH2:32][CH3:33])[N:22]=[CH:21][N:20]=2)[CH2:13][CH2:12]1)=O)C1C=CC=CC=1. The yield is 0.580. The catalyst is CO.[Pd]. (3) The reactants are [Br:1][C:2]1[C:14]2[C:13]3[CH:12]=[CH:11][C:10]([C:15]4[C:16]([Cl:29])=[C:17]([NH:22][S:23]([CH2:26][CH2:27][CH3:28])(=[O:25])=[O:24])[CH:18]=[CH:19][C:20]=4[F:21])=[CH:9][C:8]=3[CH:7]=[N:6][C:5]=2[NH:4][N:3]=1.C(N(CC)CC)C.[C:37](O[C:37]([O:39][C:40]([CH3:43])([CH3:42])[CH3:41])=[O:38])([O:39][C:40]([CH3:43])([CH3:42])[CH3:41])=[O:38]. The catalyst is C(Cl)Cl.CN(C1C=CN=CC=1)C. The product is [Br:1][C:2]1[C:14]2[C:13]3[CH:12]=[CH:11][C:10]([C:15]4[C:20]([F:21])=[CH:19][CH:18]=[C:17]([NH:22][S:23]([CH2:26][CH2:27][CH3:28])(=[O:25])=[O:24])[C:16]=4[Cl:29])=[CH:9][C:8]=3[CH:7]=[N:6][C:5]=2[N:4]([C:37]([O:39][C:40]([CH3:43])([CH3:42])[CH3:41])=[O:38])[N:3]=1. The yield is 0.350. (4) The reactants are [CH2:1]([P:10](=[O:17])([O:14][CH2:15][CH3:16])[O:11][CH2:12][CH3:13])P(=O)(OCC)OCC.[H-].[Na+].[N:20]1[CH:25]=[CH:24][CH:23]=[CH:22][C:21]=1[CH:26]=O.O. The catalyst is O1CCCC1. The product is [N:20]1[CH:25]=[CH:24][CH:23]=[CH:22][C:21]=1/[CH:26]=[CH:1]/[P:10](=[O:17])([O:11][CH2:12][CH3:13])[O:14][CH2:15][CH3:16]. The yield is 0.940. (5) The product is [OH:24][C@H:22]1[C@:21]2([O:25][CH3:26])[C@@:8]([OH:45])([C:9](=[O:44])[C:10]3[C:19]([C:20]2=[O:27])=[C:18]([OH:28])[C:17]2[C:16](=[O:29])[CH:15]=[C:14]([NH:30][C@@H:31]4[C@H:36]([O:37][CH3:38])[C@H:35]([OH:39])[C@@H:34]([O:40][CH3:41])[C@H:33]([CH3:42])[O:32]4)[C:13](=[O:43])[C:12]=2[CH:11]=3)[C:7]2[C:2]([O:1][CH2:58][C:59](=[O:60])[N:61]3[CH2:66][CH2:65][CH2:64][CH2:63][CH2:62]3)=[C:3]([C:47]([O:49][CH3:50])=[O:48])[C:4]([CH3:46])=[CH:5][C:6]=2[CH2:23]1. The reactants are [OH:1][C:2]1[C:7]2[C@@:8]3([OH:45])[C@@:21]([O:25][CH3:26])([C@H:22]([OH:24])[CH2:23][C:6]=2[CH:5]=[C:4]([CH3:46])[C:3]=1[C:47]([O:49][CH3:50])=[O:48])[C:20](=[O:27])[C:19]1[C:10](=[CH:11][C:12]2[C:13](=[O:43])[C:14]([NH:30][C@@H:31]4[C@H:36]([O:37][CH3:38])[C@H:35]([OH:39])[C@@H:34]([O:40][CH3:41])[C@H:33]([CH3:42])[O:32]4)=[CH:15][C:16](=[O:29])[C:17]=2[C:18]=1[OH:28])[C:9]3=[O:44].C(=O)([O-])[O-].[K+].[K+].Br[CH2:58][C:59]([N:61]1[CH2:66][CH2:65][CH2:64][CH2:63][CH2:62]1)=[O:60]. The yield is 0.750. No catalyst specified. (6) The reactants are [Br:1][C:2]1[N:7]=[C:6]2[NH:8][CH:9]=[CH:10][C:5]2=[CH:4][CH:3]=1.[C:11](O)(=[O:13])C.C1N2CN3CN(C2)CN1C3. The catalyst is O. The product is [Br:1][C:2]1[N:7]=[C:6]2[NH:8][CH:9]=[C:10]([CH:11]=[O:13])[C:5]2=[CH:4][CH:3]=1. The yield is 0.250. (7) The reactants are C(OC(=O)[N:7]([CH2:12][C:13]1[CH:18]=[CH:17][C:16]([C:19]2[CH:24]=[CH:23][C:22]([N:25]3[CH2:29][C@H:28]([CH2:30][NH:31][C:32](=[O:34])[CH3:33])[O:27][C:26]3=[O:35])=[CH:21][C:20]=2[F:36])=[CH:15][CH:14]=1)[CH2:8][CH2:9][CH2:10][F:11])(C)(C)C.[ClH:38].O1CCOCC1. The catalyst is C(Cl)Cl. The product is [ClH:38].[F:36][C:20]1[CH:21]=[C:22]([N:25]2[CH2:29][C@H:28]([CH2:30][NH:31][C:32](=[O:34])[CH3:33])[O:27][C:26]2=[O:35])[CH:23]=[CH:24][C:19]=1[C:16]1[CH:17]=[CH:18][C:13]([CH2:12][NH:7][CH2:8][CH2:9][CH2:10][F:11])=[CH:14][CH:15]=1. The yield is 0.953.